This data is from Catalyst prediction with 721,799 reactions and 888 catalyst types from USPTO. The task is: Predict which catalyst facilitates the given reaction. (1) Reactant: [CH:1]1[N:5]2[C:6]3[C:11]([N:12]([C:14]([O:16][C:17]([CH3:20])([CH3:19])[CH3:18])=[O:15])[CH2:13][C:4]2=[C:3]([C:21](OCC)=[O:22])[N:2]=1)=[CH:10][CH:9]=[CH:8][CH:7]=3.[H-].C([Al+]CC(C)C)C(C)C.CO.[Cl-].[NH4+]. Product: [CH:21]([C:3]1[N:2]=[CH:1][N:5]2[C:6]3[C:11](=[CH:10][CH:9]=[CH:8][CH:7]=3)[N:12]([C:14]([O:16][C:17]([CH3:20])([CH3:19])[CH3:18])=[O:15])[CH2:13][C:4]=12)=[O:22]. The catalyst class is: 54. (2) Reactant: C1([C:7]2[CH:17]=[CH:16][CH:15]=[C:9]3[C:10]([NH:12][C:13](=[O:14])[C:8]=23)=[O:11])C=CC=CC=1.C([O-])([O-])=O.[K+].[K+].Br[CH2:25][C:26]1[N:36]([CH2:37][C:38]([CH3:41])([CH3:40])[CH3:39])[C:29]2[N:30]=[C:31]([C:34]#[N:35])[N:32]=[CH:33][C:28]=2[CH:27]=1. Product: [CH3:39][C:38]([CH3:41])([CH3:40])[CH2:37][N:36]1[C:29]2[N:30]=[C:31]([C:34]#[N:35])[N:32]=[CH:33][C:28]=2[CH:27]=[C:26]1[CH2:25][N:12]1[C:13](=[O:14])[C:8]2[C:9](=[CH:15][CH:16]=[CH:17][CH:7]=2)[C:10]1=[O:11]. The catalyst class is: 3. (3) Reactant: [NH2:1][C:2]1([C:10]2[CH:15]=[CH:14][C:13]([F:16])=[C:12]([Br:17])[CH:11]=2)[CH:6]([CH2:7][OH:8])[CH2:5][CH:4]([OH:9])[CH2:3]1.[C:18]([N:26]=[C:27]=[S:28])(=[O:25])[C:19]1[CH:24]=[CH:23][CH:22]=[CH:21][CH:20]=1. Product: [Br:17][C:12]1[CH:11]=[C:10]([C:2]2([NH:1][C:27]([NH:26][C:18](=[O:25])[C:19]3[CH:20]=[CH:21][CH:22]=[CH:23][CH:24]=3)=[S:28])[CH2:3][CH:4]([OH:9])[CH2:5][CH:6]2[CH2:7][OH:8])[CH:15]=[CH:14][C:13]=1[F:16]. The catalyst class is: 1. (4) Reactant: [CH:1]1([O:9][CH2:10][CH2:11][OH:12])[CH2:8][CH2:7][CH2:6][CH2:5][CH2:4][C:3]#[C:2]1.Cl[C:14]([O:16][C:17]1[CH:22]=[CH:21][C:20]([N+:23]([O-:25])=[O:24])=[CH:19][CH:18]=1)=[O:15]. Product: [C:14](=[O:15])([O:16][C:17]1[CH:18]=[CH:19][C:20]([N+:23]([O-:25])=[O:24])=[CH:21][CH:22]=1)[O:12][CH2:11][CH2:10][O:9][CH:1]1[CH2:8][CH2:7][CH2:6][CH2:5][CH2:4][C:3]#[C:2]1. The catalyst class is: 1. (5) Reactant: C([O:4][C:5](=[O:52])[C@H:6]([CH2:25][C:26]1[CH:31]=[CH:30][C:29]([O:32][P:33]([CH2:42][C:43]2[CH:48]=[CH:47][CH:46]=[CH:45][CH:44]=2)([CH2:35][C:36]2[CH:41]=[CH:40][CH:39]=[CH:38][CH:37]=2)=[O:34])=[C:28]([N:49]=[N+:50]=[N-:51])[CH:27]=1)[NH:7][C:8]([O:10][CH2:11][CH:12]1[C:24]2[C:19](=[CH:20][CH:21]=[CH:22][CH:23]=2)[C:18]2[C:13]1=[CH:14][CH:15]=[CH:16][CH:17]=2)=[O:9])C=C.CNC1C=CC=CC=1.CCOC(C)=O.OS([O-])(=O)=O.[K+]. Product: [C:8]([NH:7][C@H:6]([C:5]([OH:52])=[O:4])[CH2:25][C:26]1[CH:31]=[CH:30][C:29]([O:32][P:33]([CH2:35][C:36]2[CH:41]=[CH:40][CH:39]=[CH:38][CH:37]=2)([CH2:42][C:43]2[CH:44]=[CH:45][CH:46]=[CH:47][CH:48]=2)=[O:34])=[C:28]([N:49]=[N+:50]=[N-:51])[CH:27]=1)([O:10][CH2:11][CH:12]1[C:24]2[C:19](=[CH:20][CH:21]=[CH:22][CH:23]=2)[C:18]2[C:13]1=[CH:14][CH:15]=[CH:16][CH:17]=2)=[O:9]. The catalyst class is: 1. (6) Reactant: [NH:1]1[CH2:6][CH2:5][O:4][CH2:3][CH2:2]1.[Br:7][C:8]1(C=O)[CH2:12][CH:11]=C[S:9]1.C(O[BH-](O[C:25](=O)[CH3:26])OC(=O)C)(=O)C.[Na+].C(=O)(O)[O-].[Na+]. Product: [Br:7][C:8]1[S:9][C:25]([CH2:26][N:1]2[CH2:6][CH2:5][O:4][CH2:3][CH2:2]2)=[CH:11][CH:12]=1. The catalyst class is: 7. (7) Reactant: C[O:2][C:3](=[O:21])[CH2:4][CH2:5][CH2:6][CH2:7][C:8]1[CH:13]=[C:12]([NH:14][C:15]([O:17][CH2:18][CH3:19])=[O:16])[CH:11]=[C:10]([F:20])[CH:9]=1.[Li+].[OH-].Cl. Product: [CH2:18]([O:17][C:15]([NH:14][C:12]1[CH:11]=[C:10]([F:20])[CH:9]=[C:8]([CH2:7][CH2:6][CH2:5][CH2:4][C:3]([OH:21])=[O:2])[CH:13]=1)=[O:16])[CH3:19]. The catalyst class is: 7.